This data is from Catalyst prediction with 721,799 reactions and 888 catalyst types from USPTO. The task is: Predict which catalyst facilitates the given reaction. (1) Reactant: Cl.[CH2:2]([O:9][C:10]1[CH:15]=[CH:14][C:13]([N:16]([CH2:27][CH2:28][O:29][Si](C(C)(C)C)(C)C)[C:17]([C:19]2[C:20]([Cl:26])=[N:21][CH:22]=[N:23][C:24]=2[Cl:25])=[O:18])=[CH:12][C:11]=1[F:37])[C:3]1[CH:8]=[CH:7][CH:6]=[CH:5][CH:4]=1. Product: [CH2:2]([O:9][C:10]1[CH:15]=[CH:14][C:13]([N:16]([CH2:27][CH2:28][OH:29])[C:17]([C:19]2[C:24]([Cl:25])=[N:23][CH:22]=[N:21][C:20]=2[Cl:26])=[O:18])=[CH:12][C:11]=1[F:37])[C:3]1[CH:8]=[CH:7][CH:6]=[CH:5][CH:4]=1. The catalyst class is: 5. (2) Reactant: [CH3:1][O:2][C:3]1[CH:8]=[CH:7][C:6]([Mg]Br)=[CH:5][CH:4]=1.[I:11][C:12]1[CH:13]=[C:14]2[C:18](=[CH:19][CH:20]=1)[NH:17][C:16](=[O:21])[C:15]2=[O:22]. Product: [OH:22][C:15]1([C:6]2[CH:7]=[CH:8][C:3]([O:2][CH3:1])=[CH:4][CH:5]=2)[C:14]2[C:18](=[CH:19][CH:20]=[C:12]([I:11])[CH:13]=2)[NH:17][C:16]1=[O:21]. The catalyst class is: 1. (3) Reactant: [NH2:1][C:2]1[N:11]=[CH:10][C:9]([C:12]2[CH:17]=[CH:16][C:15]([C:18]3[CH:19]=[N:20][N:21]([CH3:23])[CH:22]=3)=[CH:14][CH:13]=2)=[C:8]2[C:3]=1[CH:4]=[CH:5][C:6]([C:24]([N:26]1[CH2:31][CH2:30][N:29](C(OC(C)(C)C)=O)[CH2:28][CH2:27]1)=[O:25])=[N:7]2.FC(F)(F)C(O)=O. Product: [NH2:1][C:2]1[N:11]=[CH:10][C:9]([C:12]2[CH:13]=[CH:14][C:15]([C:18]3[CH:19]=[N:20][N:21]([CH3:23])[CH:22]=3)=[CH:16][CH:17]=2)=[C:8]2[C:3]=1[CH:4]=[CH:5][C:6]([C:24]([N:26]1[CH2:31][CH2:30][NH:29][CH2:28][CH2:27]1)=[O:25])=[N:7]2. The catalyst class is: 2. (4) Reactant: [Mg].II.[F:4][C:5]1[CH:12]=[CH:11][CH:10]=[CH:9][C:6]=1[CH2:7]Cl.[CH2:13]([N:20]1[CH2:25][CH2:24][CH:23]([CH:26]=[O:27])[CH2:22][CH2:21]1)[C:14]1[CH:19]=[CH:18][CH:17]=[CH:16][CH:15]=1.[Cl-].[NH4+]. Product: [CH2:13]([N:20]1[CH2:25][CH2:24][CH:23]([CH:26]([OH:27])[CH2:7][C:6]2[CH:9]=[CH:10][CH:11]=[CH:12][C:5]=2[F:4])[CH2:22][CH2:21]1)[C:14]1[CH:19]=[CH:18][CH:17]=[CH:16][CH:15]=1. The catalyst class is: 757.